Task: Predict the product of the given reaction.. Dataset: Forward reaction prediction with 1.9M reactions from USPTO patents (1976-2016) Given the reactants [CH3:1][C:2]([NH:4][C@@H:5]1[C:15]2[CH:16]=[C:17]([OH:20])[CH:18]=[CH:19][C:14]=2[C:13]2[C:8](=[CH:9][C:10]([O:25][CH3:26])=[C:11]([O:23][CH3:24])[C:12]=2[O:21][CH3:22])[CH2:7][CH2:6]1)=[O:3].[C:27](Cl)(=[O:29])[NH2:28].[N:31]1([CH:37]2[CH2:42][CH2:41]N[CH2:39][CH2:38]2)[CH2:36][CH2:35][CH2:34][CH2:33][CH2:32]1, predict the reaction product. The product is: [N:31]1([CH:37]2[CH2:42][CH2:41][N:28]([C:27]([O:20][C:17]3[CH:18]=[CH:19][C:14]4[C:13]5[C:12]([O:21][CH3:22])=[C:11]([O:23][CH3:24])[C:10]([O:25][CH3:26])=[CH:9][C:8]=5[CH2:7][CH2:6][CH:5]([NH:4][C:2](=[O:3])[CH3:1])[C:15]=4[CH:16]=3)=[O:29])[CH2:39][CH2:38]2)[CH2:36][CH2:35][CH2:34][CH2:33][CH2:32]1.